From a dataset of Reaction yield outcomes from USPTO patents with 853,638 reactions. Predict the reaction yield, written as a fraction of the theoretical maximum amount of product (1.0 means a 100% yield; for example, 0.34 means a 34% yield). (1) The reactants are [Br:1][C:2]1[CH:3]=[C:4]([CH:9]2[S:14][CH2:13][CH2:12][CH2:11][S:10]2)[CH:5]=[CH:6][C:7]=1[F:8].C(NC(C)C)(C)C.[Li].[Si:23]([O:40][C:41]1[CH:42]=[C:43]([CH:46]=[CH:47][C:48]=1[CH2:49][CH3:50])[CH:44]=[O:45])([C:36]([CH3:39])([CH3:38])[CH3:37])([C:30]1[CH:35]=[CH:34][CH:33]=[CH:32][CH:31]=1)[C:24]1[CH:29]=[CH:28][CH:27]=[CH:26][CH:25]=1.[Cl-].[NH4+]. The catalyst is O1CCCC1. The product is [Br:1][C:2]1[CH:3]=[C:4]([C:9]2([CH:44]([C:43]3[CH:46]=[CH:47][C:48]([CH2:49][CH3:50])=[C:41]([O:40][Si:23]([C:36]([CH3:37])([CH3:39])[CH3:38])([C:24]4[CH:25]=[CH:26][CH:27]=[CH:28][CH:29]=4)[C:30]4[CH:35]=[CH:34][CH:33]=[CH:32][CH:31]=4)[CH:42]=3)[OH:45])[S:10][CH2:11][CH2:12][CH2:13][S:14]2)[CH:5]=[CH:6][C:7]=1[F:8]. The yield is 0.490. (2) The reactants are C1(OP(Cl)(OC2C=CC=CC=2)=O)C=CC=CC=1.[O:18]1[C:22]2[CH:23]=[CH:24][CH:25]=[CH:26][C:21]=2[CH:20]=[C:19]1[C:27]([OH:29])=O.C(N(CC)CC)C.[NH2:37][C@H:38]1[CH:43]2[CH2:44][CH2:45][N:40]([CH2:41][CH2:42]2)[C@@H:39]1[CH2:46][C:47]1[CH:48]=[N:49][CH:50]=[CH:51][CH:52]=1.C1(C)C=CC(C([C@@](C(O)=O)(O)[C@@](C(C2C=CC(C)=CC=2)=O)(O)C(O)=O)=O)=CC=1.[OH-].[Na+]. The catalyst is ClCCl. The product is [N:49]1[CH:50]=[CH:51][CH:52]=[C:47]([CH2:46][CH:39]2[CH:38]([NH:37][C:27]([C:19]3[O:18][C:22]4[CH:23]=[CH:24][CH:25]=[CH:26][C:21]=4[CH:20]=3)=[O:29])[CH:43]3[CH2:42][CH2:41][N:40]2[CH2:45][CH2:44]3)[CH:48]=1. The yield is 0.500. (3) The reactants are Br[CH2:2][C:3]([C:5]1[CH:10]=[CH:9][CH:8]=[C:7]([Br:11])[CH:6]=1)=[O:4].[C:12]([O-:15])(=[O:14])[CH3:13].[Na+]. The catalyst is CN(C)C=O. The product is [Br:11][C:7]1[CH:6]=[C:5]([C:3](=[O:4])[CH2:2][O:15][C:12](=[O:14])[CH3:13])[CH:10]=[CH:9][CH:8]=1. The yield is 0.960. (4) The reactants are [C:1]([O:5][C:6]([NH:8][C@H:9]([CH3:25])[CH2:10][C:11]1[C:19]2[C:14](=[C:15]([O:20][CH2:21][C:22](O)=[O:23])[CH:16]=[CH:17][CH:18]=2)[NH:13][CH:12]=1)=[O:7])([CH3:4])([CH3:3])[CH3:2].C(N1C=CN=C1)(N1C=CN=C1)=O.[CH3:38][S:39]([NH2:42])(=[O:41])=[O:40].N12CCCN=C1CCCCC2. The catalyst is CN(C)C=O.O. The product is [CH3:38][S:39]([NH:42][C:22](=[O:23])[CH2:21][O:20][C:15]1[CH:16]=[CH:17][CH:18]=[C:19]2[C:14]=1[NH:13][CH:12]=[C:11]2[CH2:10][C@H:9]([NH:8][C:6](=[O:7])[O:5][C:1]([CH3:4])([CH3:3])[CH3:2])[CH3:25])(=[O:41])=[O:40]. The yield is 0.380. (5) The reactants are [CH3:1][C:2]1[N:3]=[C:4]2[CH:9]=[CH:8][C:7]([C:10]#[C:11][C:12]3[CH:17]=[CH:16][CH:15]=[C:14]([N:18]4[CH2:22][CH2:21][CH2:20][CH2:19]4)[N:13]=3)=[N:6][N:5]2[C:23]=1[CH3:24].C(Cl)Cl. The catalyst is CO.[Pd]. The product is [CH3:1][C:2]1[N:3]=[C:4]2[CH:9]=[CH:8][C:7]([CH2:10][CH2:11][C:12]3[CH:17]=[CH:16][CH:15]=[C:14]([N:18]4[CH2:22][CH2:21][CH2:20][CH2:19]4)[N:13]=3)=[N:6][N:5]2[C:23]=1[CH3:24]. The yield is 0.830.